From a dataset of Catalyst prediction with 721,799 reactions and 888 catalyst types from USPTO. Predict which catalyst facilitates the given reaction. (1) Reactant: C([SiH](CC)CC)C.FC(F)(F)C(O)=O.O[CH:16]([C:27]1[C:28]([C:38]2[CH:43]=[CH:42][CH:41]=[CH:40][CH:39]=2)=[N:29][N:30]2[CH:35]=[C:34]([O:36][CH3:37])[CH:33]=[CH:32][C:31]=12)[C:17]1[CH:18]=[C:19]([CH:24]=[CH:25][CH:26]=1)[C:20]([O:22][CH3:23])=[O:21].C(=O)(O)[O-].[Na+]. Product: [CH3:37][O:36][C:34]1[CH:33]=[CH:32][C:31]2[N:30]([N:29]=[C:28]([C:38]3[CH:43]=[CH:42][CH:41]=[CH:40][CH:39]=3)[C:27]=2[CH2:16][C:17]2[CH:18]=[C:19]([CH:24]=[CH:25][CH:26]=2)[C:20]([O:22][CH3:23])=[O:21])[CH:35]=1. The catalyst class is: 4. (2) Reactant: [F:1][C:2]1[CH:47]=[N:46][C:5]2[N:6]([C:26]3[CH:27]=[C:28]([C:40]4[CH:45]=[CH:44][CH:43]=[CH:42][CH:41]=4)[CH:29]=[CH:30][C:31]=3[CH2:32][N:33]3[CH2:39][CH2:38][CH2:37][O:36][CH2:35][CH2:34]3)[C:7](=[O:25])[N:8]([C@@H:11]3[CH2:16][CH2:15][C@H:14]([NH:17]C(=O)OC(C)(C)C)[CH2:13][CH2:12]3)[C:9](=[O:10])[C:4]=2[CH:3]=1.FC(F)(F)C(O)=O. Product: [NH2:17][C@@H:14]1[CH2:13][CH2:12][C@H:11]([N:8]2[C:9](=[O:10])[C:4]3[CH:3]=[C:2]([F:1])[CH:47]=[N:46][C:5]=3[N:6]([C:26]3[CH:27]=[C:28]([C:40]4[CH:41]=[CH:42][CH:43]=[CH:44][CH:45]=4)[CH:29]=[CH:30][C:31]=3[CH2:32][N:33]3[CH2:39][CH2:38][CH2:37][O:36][CH2:35][CH2:34]3)[C:7]2=[O:25])[CH2:16][CH2:15]1. The catalyst class is: 2. (3) Reactant: F[P-](F)(F)(F)(F)F.[CH3:8][N:9](C)/[CH:10]=[C:11](\[C:16]([F:19])([F:18])[F:17])/[CH:12]=[N+:13](C)C.Cl.[CH3:22][O:23][C:24]1[CH:29]=[CH:28]C(NN)=[CH:26][CH:25]=1.C[O-].[Na+]. Product: [CH3:22][O:23][C:24]1[CH:29]=[CH:28][C:8]([N:9]2[CH:10]=[C:11]([C:16]([F:19])([F:18])[F:17])[CH:12]=[N:13]2)=[CH:26][CH:25]=1. The catalyst class is: 7. (4) Reactant: [O:1]([C@H:8]([C:10]1[CH:18]=[CH:17][C:13]([C:14]([OH:16])=O)=[CH:12][CH:11]=1)[CH3:9])[C:2]1[CH:7]=[CH:6][CH:5]=[CH:4][CH:3]=1.N1(O)C2C=CC=CC=2N=N1.Cl.CN(C)CCCN=C=NCC.C(N(CC)CC)C.[NH2:48][CH2:49][C:50]1[C:51]([OH:58])=[N:52][C:53]([CH3:57])=[CH:54][C:55]=1[CH3:56]. Product: [OH:58][C:51]1[C:50]([CH2:49][NH:48][C:14](=[O:16])[C:13]2[CH:12]=[CH:11][C:10]([C@@H:8]([O:1][C:2]3[CH:3]=[CH:4][CH:5]=[CH:6][CH:7]=3)[CH3:9])=[CH:18][CH:17]=2)=[C:55]([CH3:56])[CH:54]=[C:53]([CH3:57])[N:52]=1. The catalyst class is: 46. (5) The catalyst class is: 2. Product: [Br:17][C:11]1[C:12]([N+:14]([O-:16])=[O:15])=[CH:13][C:8]([NH2:7])=[CH:9][C:10]=1[CH3:18]. Reactant: C(OC(=O)[NH:7][C:8]1[CH:13]=[C:12]([N+:14]([O-:16])=[O:15])[C:11]([Br:17])=[C:10]([CH3:18])[CH:9]=1)(C)(C)C.C(O)(C(F)(F)F)=O.[OH-].[Na+].